From a dataset of Peptide-MHC class II binding affinity with 134,281 pairs from IEDB. Regression. Given a peptide amino acid sequence and an MHC pseudo amino acid sequence, predict their binding affinity value. This is MHC class II binding data. (1) The peptide sequence is GPAYSAHCIGITDRD. The MHC is HLA-DQA10201-DQB10402 with pseudo-sequence HLA-DQA10201-DQB10402. The binding affinity (normalized) is 0.412. (2) The MHC is DRB1_1602 with pseudo-sequence DRB1_1602. The binding affinity (normalized) is 0.349. The peptide sequence is IIFSQNMNIKLKMPL.